Dataset: Reaction yield outcomes from USPTO patents with 853,638 reactions. Task: Predict the reaction yield, written as a fraction of the theoretical maximum amount of product (1.0 means a 100% yield; for example, 0.34 means a 34% yield). (1) The reactants are C([O:3][C:4](=[O:19])[CH:5]([C:11]1[C:16]([F:17])=[CH:15][C:14]([F:18])=[CH:13][N:12]=1)C(OCC)=O)C.O.[OH-].[Li+].Cl. The catalyst is C1COCC1.O. The product is [F:17][C:16]1[C:11]([CH2:5][C:4]([OH:19])=[O:3])=[N:12][CH:13]=[C:14]([F:18])[CH:15]=1. The yield is 0.530. (2) The reactants are [CH3:1][N:2]1[CH2:7][CH2:6][N:5]([C:8]2[CH:9]=[CH:10][C:11]([NH:14][C:15]3[N:16]=[CH:17][C:18]4[C:24](=O)[CH2:23][CH:22]5[C:26](=[O:35])[NH:27][CH2:28][C:29]6([CH2:34][CH2:33][CH2:32][CH2:31][CH2:30]6)[N:21]5[C:19]=4[N:20]=3)=[N:12][CH:13]=2)[CH2:4][CH2:3]1.[CH2:36]([SH:40])[CH2:37][CH2:38][SH:39].C1(C)C=CC(S(O)(=O)=O)=CC=1. The catalyst is C1(C)C=CC=CC=1. The product is [CH3:1][N:2]1[CH2:3][CH2:4][N:5]([C:8]2[CH:9]=[CH:10][C:11]([NH:14][C:15]3[N:16]=[CH:17][C:18]4[C:24]5([S:40][CH2:36][CH2:37][CH2:38][S:39]5)[CH2:23][CH:22]5[C:26](=[O:35])[NH:27][CH2:28][C:29]6([CH2:34][CH2:33][CH2:32][CH2:31][CH2:30]6)[N:21]5[C:19]=4[N:20]=3)=[N:12][CH:13]=2)[CH2:6][CH2:7]1. The yield is 0.330. (3) The reactants are [Br:1][C:2]1[CH:7]=[CH:6][C:5]([NH:8][C:9]2[C:10]([C:18](O)=[O:19])=[CH:11][N:12]([CH3:17])[C:13](=[O:16])[C:14]=2[F:15])=[C:4]([F:21])[CH:3]=1.CCN=C=NCCCN(C)C.C1C=CC2N(O)[N:40]=[N:39]C=2C=1.NN.CCN(CC)CC. The catalyst is CN(C=O)C.CCOC(C)=O. The product is [Br:1][C:2]1[CH:7]=[CH:6][C:5]([NH:8][C:9]2[C:10]([C:18]([NH:39][NH2:40])=[O:19])=[CH:11][N:12]([CH3:17])[C:13](=[O:16])[C:14]=2[F:15])=[C:4]([F:21])[CH:3]=1. The yield is 0.890. (4) The reactants are [Br:1][C:2]1[CH:7]=[C:6]([CH2:8][NH:9][C:10]2[CH:27]=[CH:26][CH:25]=[CH:24][C:11]=2[C:12]([NH:14][C:15]2[CH:16]=[C:17]3[C:21](=[CH:22][CH:23]=2)[NH:20][N:19]=[CH:18]3)=[O:13])[CH:5]=[CH:4][N:3]=1.[C:28](=O)([O-])[O-].[Cs+].[Cs+].CI. The catalyst is CN(C)C=O. The product is [Br:1][C:2]1[CH:7]=[C:6]([CH2:8][NH:9][C:10]2[CH:27]=[CH:26][CH:25]=[CH:24][C:11]=2[C:12]([NH:14][C:15]2[CH:16]=[C:17]3[C:21](=[CH:22][CH:23]=2)[N:20]([CH3:28])[N:19]=[CH:18]3)=[O:13])[CH:5]=[CH:4][N:3]=1.[Br:1][C:2]1[CH:7]=[C:6]([CH2:8][NH:9][C:10]2[CH:27]=[CH:26][CH:25]=[CH:24][C:11]=2[C:12]([NH:14][C:15]2[CH:23]=[CH:22][C:21]3[C:17](=[CH:18][N:19]([CH3:28])[N:20]=3)[CH:16]=2)=[O:13])[CH:5]=[CH:4][N:3]=1. The yield is 0.410. (5) The reactants are C([C:3]1[CH:4]=[C:5]([C:9]2[N:10]=[C:11]3[CH:16]=[CH:15][CH:14]=[CH:13][N:12]3[C:17]=2[C:18]2[CH:23]=[CH:22][N:21]=[C:20]([NH:24][C:25]3[CH:30]=[CH:29][C:28]([O:31][CH:32]4[CH2:37][CH2:36][N:35](C(OCC5C=CC=CC=5)=O)[CH2:34][CH2:33]4)=[CH:27][C:26]=3[CH3:48])[N:19]=2)[CH:6]=[CH:7][CH:8]=1)#N.[OH-].[Na+].S(=O)(=O)(O)O.[C:56]([O-:59])(O)=[O:57].[Na+].[CH3:61]CO. The catalyst is C(Cl)Cl.C(OCC)C.O.C1COCC1. The product is [CH3:48][C:26]1[CH:27]=[C:28]([O:31][CH:32]2[CH2:33][CH2:34][NH:35][CH2:36][CH2:37]2)[CH:29]=[CH:30][C:25]=1[NH:24][C:20]1[N:19]=[C:18]([C:17]2[N:12]3[CH:13]=[CH:14][CH:15]=[CH:16][C:11]3=[N:10][C:9]=2[C:5]2[CH:4]=[C:3]([CH:8]=[CH:7][CH:6]=2)[C:56]([O:59][CH3:61])=[O:57])[CH:23]=[CH:22][N:21]=1. The yield is 0.880. (6) The reactants are [Br:1][C:2]1[CH:6]=[N:5][N:4]([CH3:7])[C:3]=1[C:8]1[CH:9]=[C:10]([NH2:16])[CH:11]=[CH:12][C:13]=1[O:14][CH3:15].[C:17]1([N:27]=[C:28]=[O:29])[C:26]2[C:21](=[CH:22][CH:23]=[CH:24][CH:25]=2)[CH:20]=[CH:19][CH:18]=1. The catalyst is C(Cl)Cl. The product is [Br:1][C:2]1[CH:6]=[N:5][N:4]([CH3:7])[C:3]=1[C:8]1[CH:9]=[C:10]([NH:16][C:28]([NH:27][C:17]2[C:26]3[C:21](=[CH:22][CH:23]=[CH:24][CH:25]=3)[CH:20]=[CH:19][CH:18]=2)=[O:29])[CH:11]=[CH:12][C:13]=1[O:14][CH3:15]. The yield is 0.680.